From a dataset of Full USPTO retrosynthesis dataset with 1.9M reactions from patents (1976-2016). Predict the reactants needed to synthesize the given product. Given the product [Cl:16][C:15]1[C:2]([Cl:1])=[CH:3][C:4]2[N:8]([CH2:23][C:24]3[CH:31]=[CH:30][CH:29]=[C:26]([CH3:27])[CH:25]=3)[C:7]([CH2:9][C:10]([F:12])([F:13])[F:11])=[N:6][C:5]=2[CH:14]=1, predict the reactants needed to synthesize it. The reactants are: [Cl:1][C:2]1[C:15]([Cl:16])=[CH:14][C:5]2[NH:6][C:7]([CH2:9][C:10]([F:13])([F:12])[F:11])=[N:8][C:4]=2[CH:3]=1.C(=O)([O-])[O-].[K+].[K+].[CH3:23][C:24]1[CH:25]=[C:26]([CH:29]=[CH:30][CH:31]=1)[CH2:27]Br.